From a dataset of Reaction yield outcomes from USPTO patents with 853,638 reactions. Predict the reaction yield, written as a fraction of the theoretical maximum amount of product (1.0 means a 100% yield; for example, 0.34 means a 34% yield). The reactants are [OH:1][CH:2]([C:4]1[CH:42]=[CH:41][C:7]([CH2:8][N:9]2[C:14](=[O:15])[C:13]([CH2:16][C:17]3[CH:22]=[CH:21][C:20]([C:23]4[CH:28]=[CH:27][CH:26]=[CH:25][C:24]=4[C:29]4[NH:33][C:32](=[O:34])[O:31][N:30]=4)=[CH:19][CH:18]=3)=[C:12]([CH2:35][CH2:36][CH3:37])[N:11]3[N:38]=[CH:39][N:40]=[C:10]23)=[CH:6][CH:5]=1)[CH3:3]. The catalyst is [O-2].[O-2].[Mn+4].C(Cl)Cl. The product is [C:2]([C:4]1[CH:5]=[CH:6][C:7]([CH2:8][N:9]2[C:14](=[O:15])[C:13]([CH2:16][C:17]3[CH:18]=[CH:19][C:20]([C:23]4[CH:28]=[CH:27][CH:26]=[CH:25][C:24]=4[C:29]4[NH:33][C:32](=[O:34])[O:31][N:30]=4)=[CH:21][CH:22]=3)=[C:12]([CH2:35][CH2:36][CH3:37])[N:11]3[N:38]=[CH:39][N:40]=[C:10]23)=[CH:41][CH:42]=1)(=[O:1])[CH3:3]. The yield is 0.850.